This data is from Reaction yield outcomes from USPTO patents with 853,638 reactions. The task is: Predict the reaction yield, written as a fraction of the theoretical maximum amount of product (1.0 means a 100% yield; for example, 0.34 means a 34% yield). The reactants are O.[Na].[N+:3]([CH:6]([CH:9]=O)[CH:7]=O)([O-:5])=[O:4].[NH2:11][C:12]1[N:16]([S:17]([C:20]2[CH:26]=[CH:25][C:23]([CH3:24])=[CH:22][CH:21]=2)(=[O:19])=[O:18])[N:15]=[C:14]([OH:27])[CH:13]=1. The catalyst is C(O)(=O)C.O. The product is [N+:3]([C:6]1[CH:7]=[C:13]2[C:14]([OH:27])=[N:15][N:16]([S:17]([C:20]3[CH:26]=[CH:25][C:23]([CH3:24])=[CH:22][CH:21]=3)(=[O:19])=[O:18])[C:12]2=[N:11][CH:9]=1)([O-:5])=[O:4]. The yield is 0.638.